This data is from Catalyst prediction with 721,799 reactions and 888 catalyst types from USPTO. The task is: Predict which catalyst facilitates the given reaction. (1) Reactant: [NH2:1][C:2]1[CH:3]=[N:4][O:5][C:6]=1[CH3:7].N1C=CC=CC=1.Cl[C:15]([O:17][C:18]1[CH:23]=[CH:22][CH:21]=[CH:20][CH:19]=1)=[O:16]. Product: [C:18]1([O:17][C:15](=[O:16])[NH:1][C:2]2[CH:3]=[N:4][O:5][C:6]=2[CH3:7])[CH:23]=[CH:22][CH:21]=[CH:20][CH:19]=1. The catalyst class is: 56. (2) Reactant: Br[CH2:2][C:3]1[CH:8]=[CH:7][C:6]([S:9]([CH3:12])(=[O:11])=[O:10])=[CH:5][CH:4]=1.[CH:13]1([C@@H:17]([NH2:19])[CH3:18])[CH2:16][CH2:15][CH2:14]1.N(CC1C=CC(OC)=CC=1OC)=[N+]=[N-].CCN(C(C)C)C(C)C. Product: [CH:13]1([C@@H:17]([NH:19][CH2:2][C:3]2[CH:8]=[CH:7][C:6]([S:9]([CH3:12])(=[O:11])=[O:10])=[CH:5][CH:4]=2)[CH3:18])[CH2:16][CH2:15][CH2:14]1. The catalyst class is: 2. (3) Product: [CH:1]([C:4]1[CH:5]=[CH:6][C:7]([O:31][CH3:32])=[C:8]([C:10]2[CH:15]=[CH:14][C:13]([C:16]([F:18])([F:19])[F:17])=[CH:12][C:11]=2[CH2:20][N:21]2[CH2:22][C@@H:23]([C:25]3[CH:26]=[CH:27][CH:28]=[CH:29][CH:30]=3)[NH:24][C:43]2=[O:45])[CH:9]=1)([CH3:3])[CH3:2]. The catalyst class is: 2. Reactant: [CH:1]([C:4]1[CH:5]=[CH:6][C:7]([O:31][CH3:32])=[C:8]([C:10]2[CH:15]=[CH:14][C:13]([C:16]([F:19])([F:18])[F:17])=[CH:12][C:11]=2[CH2:20][NH:21][CH2:22][C@@H:23]([C:25]2[CH:30]=[CH:29][CH:28]=[CH:27][CH:26]=2)[NH2:24])[CH:9]=1)([CH3:3])[CH3:2].CCN(C(C)C)C(C)C.Cl[C:43](Cl)([O:45]C(=O)OC(Cl)(Cl)Cl)Cl.C([O-])(O)=O.[Na+].